Dataset: Full USPTO retrosynthesis dataset with 1.9M reactions from patents (1976-2016). Task: Predict the reactants needed to synthesize the given product. (1) Given the product [C:1]([O:5][C:6]([N:8]([CH3:45])[C@H:9]([C:21]([NH:23][C@H:24]([C:29]([N:31]([C@@H:33]([CH:42]([CH3:43])[CH3:44])/[CH:34]=[C:35](/[C:36]([OH:38])=[O:37])\[CH3:41])[CH3:32])=[O:30])[C:25]([CH3:26])([CH3:27])[CH3:28])=[O:22])[C:10]([CH3:20])([CH3:19])[C:11]1[CH:16]=[CH:15][C:14]([O:17][CH3:18])=[CH:13][CH:12]=1)=[O:7])([CH3:2])([CH3:3])[CH3:4], predict the reactants needed to synthesize it. The reactants are: [C:1]([O:5][C:6]([N:8]([CH3:45])[C@H:9]([C:21]([NH:23][C@H:24]([C:29]([N:31]([C@@H:33]([CH:42]([CH3:44])[CH3:43])/[CH:34]=[C:35](\[CH3:41])/[C:36]([O:38]CC)=[O:37])[CH3:32])=[O:30])[C:25]([CH3:28])([CH3:27])[CH3:26])=[O:22])[C:10]([CH3:20])([CH3:19])[C:11]1[CH:16]=[CH:15][C:14]([O:17][CH3:18])=[CH:13][CH:12]=1)=[O:7])([CH3:4])([CH3:3])[CH3:2].O.[OH-].[Li+].CCOCC. (2) Given the product [CH3:18][O:6][C:5](=[O:7])[C:4]1[CH:8]=[C:9]([OH:12])[C:10]([I:11])=[C:2]([NH2:1])[CH:3]=1, predict the reactants needed to synthesize it. The reactants are: [NH2:1][C:2]1[CH:3]=[C:4]([CH:8]=[C:9]([OH:12])[C:10]=1[I:11])[C:5]([OH:7])=[O:6].S(=O)(=O)(O)O.[C:18](=O)([O-])O.[Na+]. (3) Given the product [CH2:32]([NH:39][C:22]([NH:21][CH2:20][C:19]1[CH:30]=[CH:31][C:16]([N:9]2[C:10]([C:12]([F:14])([F:15])[F:13])=[CH:11][C:7]([C:3]3[CH:2]=[N:1][CH:6]=[CH:5][CH:4]=3)=[N:8]2)=[CH:17][CH:18]=1)=[O:29])[C:33]1[CH:38]=[CH:37][CH:36]=[CH:35][CH:34]=1, predict the reactants needed to synthesize it. The reactants are: [N:1]1[CH:6]=[CH:5][CH:4]=[C:3]([C:7]2[CH:11]=[C:10]([C:12]([F:15])([F:14])[F:13])[N:9]([C:16]3[CH:31]=[CH:30][C:19]([CH2:20][NH:21][C:22](=[O:29])C4C=CC=NC=4)=[CH:18][CH:17]=3)[N:8]=2)[CH:2]=1.[CH2:32]([N:39]=C=O)[C:33]1[CH:38]=[CH:37][CH:36]=[CH:35][CH:34]=1. (4) Given the product [Cl:1][C:2]1[C:7]([Cl:8])=[CH:6][C:5]2[NH:9][C:14]([CH:13]([OH:17])[C:12]([F:19])([F:18])[F:11])=[N:10][C:4]=2[CH:3]=1, predict the reactants needed to synthesize it. The reactants are: [Cl:1][C:2]1[C:7]([Cl:8])=[CH:6][C:5]([NH2:9])=[C:4]([NH2:10])[CH:3]=1.[F:11][C:12]([F:19])([F:18])[CH:13]([OH:17])[C:14](O)=O.Cl.C([O-])(O)=O.[Na+].